Dataset: Full USPTO retrosynthesis dataset with 1.9M reactions from patents (1976-2016). Task: Predict the reactants needed to synthesize the given product. (1) Given the product [CH2:45]([O:44][C:42]([N:36]1[CH2:41][CH2:40][N:39]([C:10](=[O:12])[C@@H:9]([NH:13][C:14]([C:16]2[CH:20]=[C:19]([O:21][CH2:22][C:23](=[O:28])[C:24]([CH3:27])([CH3:26])[CH3:25])[N:18]([C:29]3[CH:34]=[CH:33][CH:32]=[CH:31][CH:30]=3)[N:17]=2)=[O:15])[CH2:8][CH2:7][C:6]([O:5][C:1]([CH3:2])([CH3:4])[CH3:3])=[O:35])[CH2:38][CH2:37]1)=[O:43])[C:46]1[CH:51]=[CH:50][CH:49]=[CH:48][CH:47]=1, predict the reactants needed to synthesize it. The reactants are: [C:1]([O:5][C:6](=[O:35])[CH2:7][CH2:8][C@H:9]([NH:13][C:14]([C:16]1[CH:20]=[C:19]([O:21][CH2:22][C:23](=[O:28])[C:24]([CH3:27])([CH3:26])[CH3:25])[N:18]([C:29]2[CH:34]=[CH:33][CH:32]=[CH:31][CH:30]=2)[N:17]=1)=[O:15])[C:10]([OH:12])=O)([CH3:4])([CH3:3])[CH3:2].[N:36]1([C:42]([O:44][CH2:45][C:46]2[CH:51]=[CH:50][CH:49]=[CH:48][CH:47]=2)=[O:43])[CH2:41][CH2:40][NH:39][CH2:38][CH2:37]1.C(N1CCOCC1)C.[B-](F)(F)(F)F.CCOC(C(C#N)=NOC(N(C)C)=[N+](C)C)=O. (2) Given the product [SiH4:3].[CH2:10]([O:14][C:15](=[O:18])[CH:16]=[CH2:17])[CH2:11][CH2:12][CH3:13], predict the reactants needed to synthesize it. The reactants are: C([Si:3](OC)(OC)OC)=C.[CH2:10]([O:14][C:15](=[O:18])[CH:16]=[CH2:17])[CH2:11][CH2:12][CH3:13]. (3) Given the product [CH3:17][C:10]1[CH:11]=[C:4]2[C:3]([CH2:2][OH:1])=[CH:8][CH:7]=[CH:6][N:5]2[N:9]=1, predict the reactants needed to synthesize it. The reactants are: [OH:1][CH2:2][C:3]1[C:4]2[N:5]([N:9]=[C:10]([CH3:17])[C:11]=2C(OCC)=O)[CH:6]=[CH:7][CH:8]=1.[OH-].[Na+]. (4) Given the product [CH3:30][C:25]1[CH:24]=[C:23]([NH:22][C:14]2[C:13]3[C:18](=[CH:19][CH:20]=[CH:21][C:12]=3[O:11][CH2:10][C@H:6]3[CH2:7][CH2:8][CH2:9][N:5]3[C:1](=[O:4])[CH2:2][OH:3])[N:17]=[CH:16][N:15]=2)[CH:28]=[CH:27][C:26]=1[O:29][CH2:33][C:34]1[N:35]=[CH:36][S:37][CH:38]=1, predict the reactants needed to synthesize it. The reactants are: [C:1]([N:5]1[CH2:9][CH2:8][CH2:7][C@@H:6]1[CH2:10][O:11][C:12]1[CH:21]=[CH:20][CH:19]=[C:18]2[C:13]=1[C:14]([NH:22][C:23]1[CH:28]=[CH:27][C:26]([OH:29])=[C:25]([CH3:30])[CH:24]=1)=[N:15][CH:16]=[N:17]2)(=[O:4])[CH2:2][OH:3].Cl.Cl[CH2:33][C:34]1[N:35]=[CH:36][S:37][CH:38]=1. (5) The reactants are: [Cl:1][C:2]1[CH:3]=[C:4]([CH:6]=[C:7]([Cl:9])[CH:8]=1)[NH2:5].[CH2:10]([C:12](=O)[C:13]([O-:15])=[O:14])[CH3:11].[F:17][C:18]1[CH:25]=[CH:24][C:21](C=C)=[CH:20][CH:19]=1.F[C:27](F)(F)[C:28](O)=O. Given the product [CH2:27]([O:15][C:13]([CH:12]1[CH2:10][CH:11]([C:21]2[CH:24]=[CH:25][C:18]([F:17])=[CH:19][CH:20]=2)[C:3]2[C:4](=[CH:6][C:7]([Cl:9])=[CH:8][C:2]=2[Cl:1])[NH:5]1)=[O:14])[CH3:28], predict the reactants needed to synthesize it. (6) Given the product [CH:2]([C:4]1[CH:5]=[C:6]([CH:9]=[CH:10][CH:11]=1)[C:7]#[N:8])([CH3:3])[CH3:1], predict the reactants needed to synthesize it. The reactants are: [CH2:1]=[C:2]([C:4]1[CH:5]=[C:6]([CH:9]=[CH:10][CH:11]=1)[C:7]#[N:8])[CH3:3].